Dataset: Reaction yield outcomes from USPTO patents with 853,638 reactions. Task: Predict the reaction yield, written as a fraction of the theoretical maximum amount of product (1.0 means a 100% yield; for example, 0.34 means a 34% yield). The reactants are C[O:2][C:3]1[CH:8]=[N:7][N:6]([C:9]2[CH:10]=[C:11]([NH:15][C:16](=[O:18])[CH3:17])[CH:12]=[CH:13][CH:14]=2)[C:5](=[O:19])[N:4]=1.Br[CH2:21][C:22]1[CH:27]=[CH:26][C:25]([Cl:28])=[CH:24][C:23]=1[F:29].[I-].[Na+]. The catalyst is C(#N)C. The product is [Cl:28][C:25]1[CH:26]=[CH:27][C:22]([CH2:21][N:4]2[C:3](=[O:2])[CH:8]=[N:7][N:6]([C:9]3[CH:10]=[C:11]([NH:15][C:16](=[O:18])[CH3:17])[CH:12]=[CH:13][CH:14]=3)[C:5]2=[O:19])=[C:23]([F:29])[CH:24]=1. The yield is 0.220.